From a dataset of Full USPTO retrosynthesis dataset with 1.9M reactions from patents (1976-2016). Predict the reactants needed to synthesize the given product. (1) Given the product [F:21][C:18]1[CH:17]=[CH:16][C:15]([CH2:14][N:7]2[C:8]3[C:13](=[CH:12][CH:11]=[CH:10][CH:9]=3)[C:5]([C:3]([OH:4])=[O:2])=[N:6]2)=[CH:20][CH:19]=1, predict the reactants needed to synthesize it. The reactants are: C[O:2][C:3]([C:5]1[C:13]2[C:8](=[CH:9][CH:10]=[CH:11][CH:12]=2)[N:7]([CH2:14][C:15]2[CH:20]=[CH:19][C:18]([F:21])=[CH:17][CH:16]=2)[N:6]=1)=[O:4].[OH-].[Na+]. (2) Given the product [O:65]1[C:66]2[CH:72]=[CH:71][CH:70]=[CH:69][C:67]=2[N:68]=[C:64]1[S:63][CH2:26][CH2:27][N:28]1[CH2:33][CH2:32][N:31]([CH2:34][C:35]([NH:37][C:38]2[C:39]([O:49][CH:50]([CH3:51])[CH3:52])=[N:40][C:41]([CH3:48])=[CH:42][C:43]=2[O:44][CH:45]([CH3:46])[CH3:47])=[O:36])[CH2:30][CH2:29]1, predict the reactants needed to synthesize it. The reactants are: OCCN1CCN(CC(NC2C(SC)=NC(C)=CC=2SC)=O)CC1.O[CH2:26][CH2:27][N:28]1[CH2:33][CH2:32][N:31]([CH2:34][C:35]([NH:37][C:38]2[C:39]([O:49][CH:50]([CH3:52])[CH3:51])=[N:40][C:41]([CH3:48])=[CH:42][C:43]=2[O:44][CH:45]([CH3:47])[CH3:46])=[O:36])[CH2:30][CH2:29]1.SC1NC2C=CC=CC=2N=1.[SH:63][C:64]1[O:65][C:66]2[CH:72]=[CH:71][CH:70]=[CH:69][C:67]=2[N:68]=1. (3) Given the product [Cl:3][C:4]1[CH:5]=[CH:6][C:7]([C:10]2[O:14][C:13]([C@@H:15]([NH2:17])[CH3:16])=[N:12][CH:11]=2)=[CH:8][CH:9]=1, predict the reactants needed to synthesize it. The reactants are: NN.[Cl:3][C:4]1[CH:9]=[CH:8][C:7]([C:10]2[O:14][C:13]([C@@H:15]([N:17]3C(=O)C4C(=CC=CC=4)C3=O)[CH3:16])=[N:12][CH:11]=2)=[CH:6][CH:5]=1. (4) Given the product [CH3:1][C:2]([CH3:18])([CH3:17])[CH2:3][N:4]([CH2:20][C:21]1[N:25]=[C:24]([C:26]2[CH:31]=[CH:30][CH:29]=[C:28]([C:32]([F:35])([F:33])[F:34])[CH:27]=2)[O:23][N:22]=1)[C:5]1[CH:12]=[CH:11][C:8]([C:9]#[N:10])=[C:7]([C:13]([F:14])([F:15])[F:16])[CH:6]=1, predict the reactants needed to synthesize it. The reactants are: [CH3:1][C:2]([CH3:18])([CH3:17])[CH2:3][NH:4][C:5]1[CH:12]=[CH:11][C:8]([C:9]#[N:10])=[C:7]([C:13]([F:16])([F:15])[F:14])[CH:6]=1.Cl[CH2:20][C:21]1[N:25]=[C:24]([C:26]2[CH:31]=[CH:30][CH:29]=[C:28]([C:32]([F:35])([F:34])[F:33])[CH:27]=2)[O:23][N:22]=1. (5) Given the product [F:26][C:3]([F:2])([F:25])[O:4][C:5]1[CH:24]=[CH:23][C:8]([O:9][CH:10]2[CH2:11][CH2:12][NH:13][CH2:14][CH2:15]2)=[CH:7][CH:6]=1, predict the reactants needed to synthesize it. The reactants are: O.[F:2][C:3]([F:26])([F:25])[O:4][C:5]1[CH:24]=[CH:23][C:8]([O:9][CH:10]2[CH2:15][CH2:14][N:13](C(OC(C)(C)C)=O)[CH2:12][CH2:11]2)=[CH:7][CH:6]=1.Cl.[OH-].[Na+].